This data is from Reaction yield outcomes from USPTO patents with 853,638 reactions. The task is: Predict the reaction yield, written as a fraction of the theoretical maximum amount of product (1.0 means a 100% yield; for example, 0.34 means a 34% yield). (1) The reactants are [CH3:1][C@@H:2]1[CH2:6][CH2:5][CH2:4][N:3]1[CH2:7][C@@H:8]1[CH2:12][CH2:11][CH2:10][N:9]1[C:13]([C:15]1[CH:20]=[CH:19][C:18](B2OC(C)(C)C(C)(C)O2)=[CH:17][CH:16]=1)=[O:14].Br[C:31]1[N:32]([CH3:36])[CH:33]=[CH:34][N:35]=1. No catalyst specified. The product is [CH3:36][N:32]1[CH:33]=[CH:34][N:35]=[C:31]1[C:18]1[CH:19]=[CH:20][C:15]([C:13]([N:9]2[CH2:10][CH2:11][CH2:12][C@H:8]2[CH2:7][N:3]2[CH2:4][CH2:5][CH2:6][C@H:2]2[CH3:1])=[O:14])=[CH:16][CH:17]=1. The yield is 0.110. (2) The reactants are Cl[C:2]1[CH:3]=[CH:4][C:5]2[N:11]3[CH2:12][C@H:8]([CH2:9][CH2:10]3)[NH:7][C:6]=2[N:13]=1.[CH3:14][N:15]([CH3:21])[C@H:16]1[CH2:20][CH2:19][NH:18][CH2:17]1.CC(C)([O-])C.[K+].COCCOC. The catalyst is C([Pd+])C=C.CO. The product is [CH3:14][N:15]([CH3:21])[C@H:16]1[CH2:20][CH2:19][N:18]([C:2]2[CH:3]=[CH:4][C:5]3[N:11]4[CH2:12][C@H:8]([CH2:9][CH2:10]4)[NH:7][C:6]=3[N:13]=2)[CH2:17]1. The yield is 0.380. (3) The reactants are [Si]([O:8][C@H:9]1[CH2:13][C@H:12]([N:14]2[C:18]3[N:19]=[CH:20][N:21]=[C:22]([NH:23][C@@H:24]4[C:32]5[C:27](=[CH:28][CH:29]=[CH:30][CH:31]=5)[CH2:26][CH2:25]4)[C:17]=3[CH:16]=[CH:15]2)[CH2:11][C@H:10]1[CH2:33][CH2:34][S:35]([NH2:38])(=[O:37])=[O:36])(C(C)(C)C)(C)C.[F-].C([N+](CCCC)(CCCC)CCCC)CCC. The catalyst is O1CCCC1. The product is [C@@H:24]1([NH:23][C:22]2[C:17]3[CH:16]=[CH:15][N:14]([C@@H:12]4[CH2:11][C@@H:10]([CH2:33][CH2:34][S:35]([NH2:38])(=[O:37])=[O:36])[C@@H:9]([OH:8])[CH2:13]4)[C:18]=3[N:19]=[CH:20][N:21]=2)[C:32]2[C:27](=[CH:28][CH:29]=[CH:30][CH:31]=2)[CH2:26][CH2:25]1. The yield is 0.400. (4) The reactants are [O:1]=[C:2]([NH:9][C:10]1[CH:15]=[CH:14][C:13]([C:16]#[C:17][Si](C)(C)C)=[CH:12][N:11]=1)[CH2:3][CH2:4][C:5]([O:7][CH3:8])=[O:6].C(=O)([O-])[O-].[K+].[K+]. The catalyst is CO. The product is [C:16]([C:13]1[CH:14]=[CH:15][C:10]([NH:9][C:2](=[O:1])[CH2:3][CH2:4][C:5]([O:7][CH3:8])=[O:6])=[N:11][CH:12]=1)#[CH:17]. The yield is 0.600. (5) The reactants are [CH3:1][O:2][C:3]1[CH:4]=[C:5]([CH2:9][C:10]([CH:12]2[C:17](=O)[CH2:16][CH2:15][N:14]([C:19]([O:21][C:22]([CH3:25])([CH3:24])[CH3:23])=[O:20])[CH2:13]2)=O)[CH:6]=[CH:7][CH:8]=1.[N+]([O-])(O)=O.[N+]([O-])(O)=O.[CH3:34][O:35][C:36]1[CH:37]=[C:38]([NH:48][C:49]([NH2:51])=[NH:50])[CH:39]=[CH:40][C:41]=1[N:42]1[CH:46]=[C:45]([CH3:47])[N:44]=[CH:43]1.C(=O)([O-])[O-].[K+].[K+].C(Cl)Cl. The catalyst is C(O)C.O. The product is [CH3:34][O:35][C:36]1[CH:37]=[C:38]([NH:48][C:49]2[N:51]=[C:10]([CH2:9][C:5]3[CH:6]=[CH:7][CH:8]=[C:3]([O:2][CH3:1])[CH:4]=3)[C:12]3[CH2:13][N:14]([C:19]([O:21][C:22]([CH3:25])([CH3:24])[CH3:23])=[O:20])[CH2:15][CH2:16][C:17]=3[N:50]=2)[CH:39]=[CH:40][C:41]=1[N:42]1[CH:46]=[C:45]([CH3:47])[N:44]=[CH:43]1. The yield is 0.0300. (6) The reactants are Cl.[C:2]1([CH:8]([C:14]2[CH:19]=[CH:18][CH:17]=[CH:16][CH:15]=2)[N:9]2[CH2:12][CH:11]([OH:13])[CH2:10]2)[CH:7]=[CH:6][CH:5]=[CH:4][CH:3]=1.C(N(CC)CC)C.S(=O)(=O)=O.O. The catalyst is O1CCCC1.CS(C)=O. The product is [C:14]1([CH:8]([C:2]2[CH:3]=[CH:4][CH:5]=[CH:6][CH:7]=2)[N:9]2[CH2:12][C:11](=[O:13])[CH2:10]2)[CH:15]=[CH:16][CH:17]=[CH:18][CH:19]=1. The yield is 0.670.